The task is: Predict which catalyst facilitates the given reaction.. This data is from Catalyst prediction with 721,799 reactions and 888 catalyst types from USPTO. (1) The catalyst class is: 6. Reactant: [Br:1][C:2]1[CH:7]=[CH:6][C:5]([N:8]2[CH2:12][CH2:11][C:10](=[CH2:13])[C:9]2=[O:14])=[CH:4][CH:3]=1.[CH3:15][O:16][C:17]1[CH:22]=[CH:21][CH:20]=[CH:19][C:18]=1[N:23]1[CH2:28][CH2:27][NH:26][CH2:25][CH2:24]1.COCCOC. Product: [Br:1][C:2]1[CH:7]=[CH:6][C:5]([N:8]2[CH2:12][CH2:11][CH:10]([CH2:13][N:26]3[CH2:25][CH2:24][N:23]([C:18]4[CH:19]=[CH:20][CH:21]=[CH:22][C:17]=4[O:16][CH3:15])[CH2:28][CH2:27]3)[C:9]2=[O:14])=[CH:4][CH:3]=1. (2) Reactant: C(N(CC)C(C)C)(C)C.[N:10]1([C:16]([O:18][C:19]([CH3:22])([CH3:21])[CH3:20])=[O:17])[CH2:15][CH2:14][NH:13][CH2:12][CH2:11]1.[Br:23][C:24]1[CH:32]=[CH:31][C:27]([C:28](Cl)=[O:29])=[CH:26][CH:25]=1.O. Product: [Br:23][C:24]1[CH:32]=[CH:31][C:27]([C:28]([N:13]2[CH2:14][CH2:15][N:10]([C:16]([O:18][C:19]([CH3:22])([CH3:21])[CH3:20])=[O:17])[CH2:11][CH2:12]2)=[O:29])=[CH:26][CH:25]=1. The catalyst class is: 3.